This data is from Full USPTO retrosynthesis dataset with 1.9M reactions from patents (1976-2016). The task is: Predict the reactants needed to synthesize the given product. (1) Given the product [CH2:1]([O:3][C:4]([C:6]1[C:7]([OH:26])=[C:8]2[C:15]([Br:16])=[C:14]([Br:17])[N:13]([CH2:18][C:19]3[CH:24]=[CH:23][CH:22]=[CH:21][C:20]=3[F:25])[C:9]2=[C:10]([C:27]#[N:28])[N:11]=1)=[O:5])[CH3:2], predict the reactants needed to synthesize it. The reactants are: [CH2:1]([O:3][C:4]([C:6]1[C:7]([OH:26])=[C:8]2[C:15]([Br:16])=[C:14]([Br:17])[N:13]([CH2:18][C:19]3[CH:24]=[CH:23][CH:22]=[CH:21][C:20]=3[F:25])[C:9]2=[C:10](Br)[N:11]=1)=[O:5])[CH3:2].[C:27]([Cu])#[N:28]. (2) Given the product [CH:15]1([N:11]2[CH:10]([CH3:25])[CH2:9][CH2:8][C:7]3[CH:14]=[C:3]([O:2][CH3:1])[CH:4]=[CH:5][C:6]=3[C:12]2=[O:13])[CH2:20][CH2:19][CH2:18][CH2:17][CH2:16]1, predict the reactants needed to synthesize it. The reactants are: [CH3:1][O:2][C:3]1[CH:4]=[CH:5][C:6]2[C:12](=[O:13])[NH:11][CH2:10][CH2:9][CH2:8][C:7]=2[CH:14]=1.[CH:15]1(CBr)[CH2:20][CH2:19][CH2:18][CH2:17][CH2:16]1.[H-].[Na+].[CH3:25]N(C=O)C.